Task: Predict the reaction yield, written as a fraction of the theoretical maximum amount of product (1.0 means a 100% yield; for example, 0.34 means a 34% yield).. Dataset: Reaction yield outcomes from USPTO patents with 853,638 reactions The catalyst is ClC1C=CC=CC=1Cl. The reactants are [CH:1]1[C:13]2[NH:12][C:11]3[C:6](=[CH:7][CH:8]=[CH:9][CH:10]=3)[C:5]=2[CH:4]=[CH:3][C:2]=1C1(C=CC=CC1)C=O.Br[C:23]1[CH:28]=[CH:27][C:26]([C:29]2[CH:34]=[CH:33][C:32]([N:35]3[C:47]4[CH:46]=[CH:45][CH:44]=[CH:43][C:42]=4[C:41]4[C:36]3=[CH:37][CH:38]=[CH:39][CH:40]=4)=[CH:31][CH:30]=2)=[CH:25][CH:24]=1.N1[C:61]2[C:52](=[CH:53][CH:54]=[C:55]3[C:60]=2N=CC=C3)[CH:51]=CC=1.C(=O)([O-])[O-:63].[K+].[K+]. The yield is 0.490. The product is [CH:46]1[C:47]2[N:35]([C:32]3[CH:33]=[CH:34][C:29]([C:26]4[CH:27]=[CH:28][C:23]([N:12]5[C:4]6[CH:3]=[C:2]([C:55]7[CH:60]=[CH:61][C:52]([CH:51]=[O:63])=[CH:53][CH:54]=7)[CH:1]=[CH:13][C:5]=6[C:6]6[C:11]5=[CH:10][CH:9]=[CH:8][CH:7]=6)=[CH:24][CH:25]=4)=[CH:30][CH:31]=3)[C:36]3[C:41](=[CH:40][CH:39]=[CH:38][CH:37]=3)[C:42]=2[CH:43]=[CH:44][CH:45]=1.